This data is from Reaction yield outcomes from USPTO patents with 853,638 reactions. The task is: Predict the reaction yield, written as a fraction of the theoretical maximum amount of product (1.0 means a 100% yield; for example, 0.34 means a 34% yield). (1) The reactants are [CH:1]([C:4]1[CH:24]=[CH:23][CH:22]=[CH:21][C:5]=1[O:6][C:7]1[CH:20]=[CH:19][C:10]([CH:11]=[C:12]2[S:16][C:15](=[S:17])[NH:14][C:13]2=[O:18])=[CH:9][CH:8]=1)([CH3:3])[CH3:2].[CH:25](N(C(C)C)CC)(C)C.O. The catalyst is C(O)C. The product is [CH:1]([C:4]1[CH:24]=[CH:23][CH:22]=[CH:21][C:5]=1[O:6][C:7]1[CH:20]=[CH:19][C:10]([CH:11]=[C:12]2[S:16][C:15]([S:17][CH3:25])=[N:14][C:13]2=[O:18])=[CH:9][CH:8]=1)([CH3:3])[CH3:2]. The yield is 0.940. (2) The reactants are CCN=C=NCCCN(C)C.Cl.[Br:13][C:14]1[CH:22]=[C:18]([C:19]([OH:21])=O)[C:17]([OH:23])=[CH:16][CH:15]=1.[NH2:24][CH:25]1[CH2:33][C:32]2[C:27](=[CH:28][CH:29]=[C:30]([C:34]([N:36]3[CH2:41][CH2:40][O:39][CH2:38][CH2:37]3)=[O:35])[CH:31]=2)[CH2:26]1.C(N(CC)CC)C. The catalyst is ClCCl.C(OCC)(=O)C. The product is [Br:13][C:14]1[CH:15]=[CH:16][C:17]([OH:23])=[C:18]([CH:22]=1)[C:19]([NH:24][CH:25]1[CH2:33][C:32]2[C:27](=[CH:28][CH:29]=[C:30]([C:34]([N:36]3[CH2:37][CH2:38][O:39][CH2:40][CH2:41]3)=[O:35])[CH:31]=2)[CH2:26]1)=[O:21]. The yield is 0.119. (3) The reactants are [CH:1]([CH:14]1[C:19](=[O:20])[CH:18]2[CH2:21][CH2:22][N:15]1[CH2:16][CH2:17]2)([C:8]1[CH:13]=[CH:12][CH:11]=[CH:10][CH:9]=1)[C:2]1[CH:7]=[CH:6][CH:5]=[CH:4][CH:3]=1.CC(C)([O-])C.[K+].[H][H]. The catalyst is CC(O)C. The product is [CH:1]([C@H:14]1[C@@H:19]([OH:20])[CH:18]2[CH2:17][CH2:16][N:15]1[CH2:22][CH2:21]2)([C:2]1[CH:7]=[CH:6][CH:5]=[CH:4][CH:3]=1)[C:8]1[CH:13]=[CH:12][CH:11]=[CH:10][CH:9]=1. The yield is 0.970.